From a dataset of Full USPTO retrosynthesis dataset with 1.9M reactions from patents (1976-2016). Predict the reactants needed to synthesize the given product. (1) Given the product [F:23][C:21]1[CH:22]=[CH:17][C:18]([N+:24]([O-:26])=[O:25])=[C:19]([N:11]2[CH:12]=[C:8]([CH3:7])[N:9]=[C:10]2[CH2:13][CH2:14][CH3:15])[CH:20]=1, predict the reactants needed to synthesize it. The reactants are: C([O-])([O-])=O.[K+].[K+].[CH3:7][C:8]1[N:9]=[C:10]([CH2:13][CH2:14][CH3:15])[NH:11][CH:12]=1.F[C:17]1[CH:22]=[C:21]([F:23])[CH:20]=[CH:19][C:18]=1[N+:24]([O-:26])=[O:25]. (2) Given the product [N:1]1[CH:6]=[CH:5][CH:4]=[C:3]([C:7]2[CH:8]=[C:9]3[C:15]([C:16]4[N:21]=[C:20]([N:22]5[CH2:27][CH2:26][NH:25][C:24](=[O:28])[CH2:23]5)[CH:19]=[CH:18][CH:17]=4)=[N:14][NH:13][C:10]3=[CH:11][N:12]=2)[CH:2]=1, predict the reactants needed to synthesize it. The reactants are: [N:1]1[CH:6]=[CH:5][CH:4]=[C:3]([C:7]2[CH:8]=[C:9]3[C:15]([C:16]4[N:21]=[C:20]([N:22]5[CH2:27][CH2:26][NH:25][C:24](=[O:28])[CH2:23]5)[CH:19]=[CH:18][CH:17]=4)=[N:14][N:13](COCC[Si](C)(C)C)[C:10]3=[CH:11][N:12]=2)[CH:2]=1.Cl.